Dataset: Full USPTO retrosynthesis dataset with 1.9M reactions from patents (1976-2016). Task: Predict the reactants needed to synthesize the given product. (1) Given the product [Cl:29][C:7]1[C:8](=[O:21])[N:9]([CH2:12][C:13]2[CH:18]=[CH:17][C:16]([O:19][CH3:20])=[CH:15][CH:14]=2)[C:10]2[C:5]([N:6]=1)=[CH:4][C:3]([C:23]([O:25][CH3:26])=[O:24])=[C:2]([F:1])[CH:11]=2, predict the reactants needed to synthesize it. The reactants are: [F:1][C:2]1[CH:11]=[C:10]2[C:5]([NH:6][C:7](=O)[C:8](=[O:21])[N:9]2[CH2:12][C:13]2[CH:18]=[CH:17][C:16]([O:19][CH3:20])=[CH:15][CH:14]=2)=[CH:4][C:3]=1[C:23]([O:25][CH3:26])=[O:24].O=P(Cl)(Cl)[Cl:29]. (2) The reactants are: [N:1]1[CH:6]=[CH:5][C:4]([CH2:7][CH2:8][C:9]([O:11]CC)=[O:10])=[CH:3][CH:2]=1.[OH-].[K+].Cl. Given the product [N:1]1[CH:6]=[CH:5][C:4]([CH2:7][CH2:8][C:9]([OH:11])=[O:10])=[CH:3][CH:2]=1, predict the reactants needed to synthesize it. (3) Given the product [Cl:1][C:2]1[C:7]([CH3:8])=[C:6]([N:19]2[CH2:20][CH2:21][N:16]([CH:13]([CH3:15])[CH3:14])[CH2:17][CH2:18]2)[CH:5]=[CH:4][C:3]=1[N+:10]([O-:12])=[O:11], predict the reactants needed to synthesize it. The reactants are: [Cl:1][C:2]1[C:7]([CH3:8])=[C:6](F)[CH:5]=[CH:4][C:3]=1[N+:10]([O-:12])=[O:11].[CH:13]([N:16]1[CH2:21][CH2:20][NH:19][CH2:18][CH2:17]1)([CH3:15])[CH3:14].C([O-])([O-])=O.[K+].[K+]. (4) Given the product [NH2:17][CH2:16][C:11]1[C:10]([F:18])=[C:9]([O:8][C:6]2[CH:7]=[C:2]([CH:3]=[C:4]([F:20])[C:5]=2[Cl:19])[C:21]#[N:22])[C:14]([Cl:15])=[CH:13][CH:12]=1, predict the reactants needed to synthesize it. The reactants are: Br[C:2]1[CH:3]=[C:4]([F:20])[C:5]([Cl:19])=[C:6]([O:8][C:9]2[C:10]([F:18])=[C:11]([CH2:16][NH2:17])[CH:12]=[CH:13][C:14]=2[Cl:15])[CH:7]=1.[C:21]([Zn]C#N)#[N:22].CN(C=O)C. (5) Given the product [F:29][C:30]1[CH:31]=[CH:32][C:33]([C@H:37]([NH:39][C:11](=[O:12])[C:10]2[CH:14]=[C:15]([C:17]3[CH2:21][C@@H:20]([C:22]4[CH:27]=[CH:26][CH:25]=[CH:24][N:23]=4)[O:19][N:18]=3)[CH:16]=[C:8]([C:5]3[CH:4]=[CH:3][C:2]([CH3:1])=[CH:7][N:6]=3)[CH:9]=2)[CH3:38])=[N+:34]([O-:36])[CH:35]=1, predict the reactants needed to synthesize it. The reactants are: [CH3:1][C:2]1[CH:3]=[CH:4][C:5]([C:8]2[CH:9]=[C:10]([CH:14]=[C:15]([C:17]3[CH2:21][C@@H:20]([C:22]4[CH:27]=[CH:26][CH:25]=[CH:24][N:23]=4)[O:19][N:18]=3)[CH:16]=2)[C:11](O)=[O:12])=[N:6][CH:7]=1.Cl.[F:29][C:30]1[CH:31]=[CH:32][C:33]([C@H:37]([NH2:39])[CH3:38])=[N+:34]([O-:36])[CH:35]=1.C(Cl)CCl.C1C=NC2N(O)N=NC=2C=1.C(N(CC)CC)C. (6) Given the product [CH3:19][C:5]1([CH3:20])[C@H:6]2[N:10]([CH:11]([C:13]3[CH:18]=[CH:17][CH:16]=[CH:15][CH:14]=3)[CH3:12])[CH2:2][C@H:3]([O:8][C:7]2=[O:9])[CH2:4]1, predict the reactants needed to synthesize it. The reactants are: O[CH2:2][C@@H:3]1[O:8][C:7](=[O:9])[C@H:6]([NH:10][CH:11]([C:13]2[CH:18]=[CH:17][CH:16]=[CH:15][CH:14]=2)[CH3:12])[C:5]([CH3:20])([CH3:19])[CH2:4]1.C(N(CC)CC)C.C1(C)C=CC(S(Cl)(=O)=O)=CC=1. (7) The reactants are: [Cl:1][C:2]1[CH:3]=[C:4]2[C:9](=[CH:10][CH:11]=1)[N:8]=[C:7](O)[CH:6]=[C:5]2[C:13]([OH:15])=O.CN(C=O)C.S(Cl)([Cl:23])=O.[N:25]1([CH2:30][CH2:31][NH2:32])[CH2:29][CH2:28][CH2:27][CH2:26]1. Given the product [Cl:23][C:7]1[CH:6]=[C:5]([C:13]([NH:32][CH2:31][CH2:30][N:25]2[CH2:29][CH2:28][CH2:27][CH2:26]2)=[O:15])[C:4]2[C:9](=[CH:10][CH:11]=[C:2]([Cl:1])[CH:3]=2)[N:8]=1, predict the reactants needed to synthesize it. (8) Given the product [F:1][C:2]1[CH:7]=[CH:6][C:5]([CH2:8][C:9]2[CH:10]=[C:11]([NH:20][CH2:21][CH2:22][CH2:36][S:37]([N:40]3[CH2:44][CH2:43][CH2:42][CH2:41]3)(=[O:39])=[O:38])[C:12]([C:15]([O:17][CH2:18][CH3:19])=[O:16])=[N:13][CH:14]=2)=[CH:4][CH:3]=1, predict the reactants needed to synthesize it. The reactants are: [F:1][C:2]1[CH:7]=[CH:6][C:5]([CH2:8][C:9]2[CH:10]=[C:11]([NH:20][C:21](=O)[C:22](F)(F)F)[C:12]([C:15]([O:17][CH2:18][CH3:19])=[O:16])=[N:13][CH:14]=2)=[CH:4][CH:3]=1.C(=O)([O-])[O-].[Cs+].[Cs+].ICC[CH2:36][S:37]([N:40]1[CH2:44][CH2:43][CH2:42][CH2:41]1)(=[O:39])=[O:38]. (9) Given the product [Cl:34][C:28]1[CH:29]=[C:30]([F:33])[CH:31]=[CH:32][C:27]=1[C:25]1[N:9]=[C:10]([CH3:22])[N:11]2[C:24]=1[C:15]([N:17]1[CH:21]=[N:20][CH:19]=[N:18]1)=[N:14][CH:13]=[N:12]2, predict the reactants needed to synthesize it. The reactants are: FC1C=CC=CC=1C1[N:9]=[C:10]([CH3:22])[N:11]2C=1[C:15]([N:17]1[CH:21]=[N:20][CH:19]=[N:18]1)=[N:14][CH:13]=[N:12]2.Br[CH2:24][C:25]([C:27]1[CH:32]=[CH:31][C:30]([F:33])=[CH:29][C:28]=1[Cl:34])=O. (10) Given the product [CH:9]([C:21]1[CH:22]=[CH:23][C:24]2[N:12]([CH3:11])[C:13]3[C:18]([C:19]=2[CH:20]=1)=[CH:17][CH:16]=[CH:15][CH:14]=3)=[O:10], predict the reactants needed to synthesize it. The reactants are: P(Cl)(Cl)(Cl)=O.CN([CH:9]=[O:10])C.[CH3:11][N:12]1[C:24]2[CH:23]=[CH:22][CH:21]=[CH:20][C:19]=2[C:18]2[C:13]1=[CH:14][CH:15]=[CH:16][CH:17]=2.O.